This data is from NCI-60 drug combinations with 297,098 pairs across 59 cell lines. The task is: Regression. Given two drug SMILES strings and cell line genomic features, predict the synergy score measuring deviation from expected non-interaction effect. (1) Drug 1: CC1=C(C(CCC1)(C)C)C=CC(=CC=CC(=CC(=O)O)C)C. Drug 2: C(CC(=O)O)C(=O)CN.Cl. Cell line: OVCAR-5. Synergy scores: CSS=12.5, Synergy_ZIP=-2.88, Synergy_Bliss=2.21, Synergy_Loewe=1.39, Synergy_HSA=1.66. (2) Drug 1: CNC(=O)C1=CC=CC=C1SC2=CC3=C(C=C2)C(=NN3)C=CC4=CC=CC=N4. Drug 2: CCN(CC)CCCC(C)NC1=C2C=C(C=CC2=NC3=C1C=CC(=C3)Cl)OC. Cell line: OVCAR-5. Synergy scores: CSS=36.3, Synergy_ZIP=6.59, Synergy_Bliss=2.14, Synergy_Loewe=0.339, Synergy_HSA=0.458. (3) Drug 1: C(CCl)NC(=O)N(CCCl)N=O. Drug 2: CC1CCCC2(C(O2)CC(NC(=O)CC(C(C(=O)C(C1O)C)(C)C)O)C(=CC3=CSC(=N3)C)C)C. Cell line: MOLT-4. Synergy scores: CSS=73.8, Synergy_ZIP=-2.27, Synergy_Bliss=-0.336, Synergy_Loewe=-6.51, Synergy_HSA=0.271.